From a dataset of Full USPTO retrosynthesis dataset with 1.9M reactions from patents (1976-2016). Predict the reactants needed to synthesize the given product. (1) Given the product [CH3:36][O:37][C:38]([C:40]1[S:44][C:43]([NH:45][C:16]([C@@H:12]2[CH2:13][CH2:14][CH2:15][N:11]2[C:9]([O:8][CH2:1][C:2]2[CH:7]=[CH:6][CH:5]=[CH:4][CH:3]=2)=[O:10])=[O:35])=[N:42][C:41]=1[C:46]1[CH:47]=[CH:48][C:49]([C:52](=[O:57])[NH:53][CH:54]2[CH2:56][CH2:55]2)=[CH:50][CH:51]=1)=[O:39], predict the reactants needed to synthesize it. The reactants are: [CH2:1]([O:8][C:9]([N:11]1[CH2:15][CH2:14][CH2:13][C@H:12]1[C:16](=[O:35])NC1SC(C2C=CC=C(C(=O)NC3CC3)C=2)=CN=1)=[O:10])[C:2]1[CH:7]=[CH:6][CH:5]=[CH:4][CH:3]=1.[CH3:36][O:37][C:38]([C:40]1[S:44][C:43]([NH2:45])=[N:42][C:41]=1[C:46]1[CH:51]=[CH:50][C:49]([C:52](=[O:57])[NH:53][CH:54]2[CH2:56][CH2:55]2)=[CH:48][CH:47]=1)=[O:39].CN(C(ON1N=NC2C=CC=NC1=2)=[N+](C)C)C.F[P-](F)(F)(F)(F)F.CCN(C(C)C)C(C)C.C(OC(N1CCC[C@H]1C(O)=O)=O)C1C=CC=CC=1. (2) Given the product [ClH:25].[Cl:27][C:26]1[CH:23]=[C:19]([C:17]2[O:16][N:15]=[C:14]([C@H:10]3[CH2:11][CH2:12][CH2:13][NH:8][CH2:9]3)[N:18]=2)[NH:20][CH:21]=1, predict the reactants needed to synthesize it. The reactants are: C(OC([N:8]1[CH2:13][CH2:12][CH2:11][C@H:10]([C:14]2[N:18]=[C:17]([C:19]3[NH:20][CH:21]=C(C)[CH:23]=3)[O:16][N:15]=2)[CH2:9]1)=O)(C)(C)C.[Cl:25][CH2:26][Cl:27]. (3) The reactants are: [C:1]([C:5]1[CH:6]=[C:7]([NH:16][C:17](=[O:25])OC2C=CC=CC=2)[CH:8]=[C:9]([NH:11][S:12]([CH3:15])(=[O:14])=[O:13])[CH:10]=1)([CH3:4])([CH3:3])[CH3:2].[NH2:26][C:27]1[C:36]2[C:31](=[CH:32][CH:33]=[CH:34][CH:35]=2)[C:30]([O:37][C:38]2[CH:43]=[CH:42][N:41]=[C:40]([NH:44][C:45]3[CH:50]=[CH:49][C:48]([P:51]([CH3:56])(=[O:55])[O:52][CH2:53][CH3:54])=[C:47]([O:57][CH3:58])[CH:46]=3)[CH:39]=2)=[CH:29][CH:28]=1.C(N(CC)CC)C.C(=O)(O)[O-].[NH4+]. Given the product [C:1]([C:5]1[CH:6]=[C:7]([NH:16][C:17](=[O:25])[NH:26][C:27]2[C:36]3[C:31](=[CH:32][CH:33]=[CH:34][CH:35]=3)[C:30]([O:37][C:38]3[CH:43]=[CH:42][N:41]=[C:40]([NH:44][C:45]4[CH:50]=[CH:49][C:48]([P:51]([CH3:56])(=[O:55])[O:52][CH2:53][CH3:54])=[C:47]([O:57][CH3:58])[CH:46]=4)[CH:39]=3)=[CH:29][CH:28]=2)[CH:8]=[C:9]([NH:11][S:12]([CH3:15])(=[O:13])=[O:14])[CH:10]=1)([CH3:2])([CH3:3])[CH3:4], predict the reactants needed to synthesize it. (4) Given the product [NH:23]=[C:22]1[C:21]([C:26]#[N:25])([C:20]#[N:24])[CH:10]([C:12]2[CH:17]=[CH:16][CH:15]=[C:14]([O:18][CH3:19])[CH:13]=2)[C:3]2[C:2](=[CH:7][C:6]([O:8][CH3:9])=[CH:5][CH:4]=2)[S:1]1, predict the reactants needed to synthesize it. The reactants are: [SH:1][C:2]1[CH:7]=[C:6]([O:8][CH3:9])[CH:5]=[CH:4][C:3]=1[C:10]([C:12]1[CH:17]=[CH:16][CH:15]=[C:14]([O:18][CH3:19])[CH:13]=1)=O.[C:20](#[N:24])[CH2:21][C:22]#[N:23].[NH:25]1CCCC[CH2:26]1. (5) Given the product [F:73][C:62]1[CH:63]=[N:64][C:65]2[C:70]([C:81]=1[CH:80]([OH:84])[CH2:82][OH:22])=[N:69][C:68]([O:71][CH3:72])=[CH:67][CH:66]=2, predict the reactants needed to synthesize it. The reactants are: CC[C@@H]1[C@@H]2C[C@H]([C@@H](OC3C4C(=CC=CC=4)C(O[C@@H](C4C=CN=C5C=4C=C(OC)C=C5)[C@@H]4N5C[C@H](CC)[C@@H](CC5)C4)=NN=3)C3C=CN=C4C=3C=C([O:22]C)C=C4)N(CC2)C1.C(C1[C:62]([F:73])=[CH:63][N:64]=[C:65]2[C:70]=1[N:69]=[C:68]([O:71][CH3:72])[CH:67]=[CH:66]2)=C.S([O-])([O-])=O.[Na+].[Na+].[C:80]([OH:84])(C)([CH3:82])[CH3:81].O.